Dataset: Blood-brain barrier permeability classification from the B3DB database. Task: Regression/Classification. Given a drug SMILES string, predict its absorption, distribution, metabolism, or excretion properties. Task type varies by dataset: regression for continuous measurements (e.g., permeability, clearance, half-life) or binary classification for categorical outcomes (e.g., BBB penetration, CYP inhibition). Dataset: b3db_classification. (1) The drug is NC(=O)CN1C[C@H](O)CC1=O. The result is 1 (penetrates BBB). (2) The compound is N#Cc1ccc(OCC2CCN(CC=CI)CC2)cc1. The result is 1 (penetrates BBB). (3) The compound is CN1C[C@H]2Cc3ccc(Cl)cc3[C@@H](c3ccccc3)[C@H]2C1. The result is 1 (penetrates BBB). (4) The drug is CN(C)CCCn1c2c(c3ccccc31)CCCCCC2. The result is 1 (penetrates BBB). (5) The molecule is C[C@]12C[C@H](O)[C@H]3[C@@H](CCC4=CC(=O)CC[C@@]43C)[C@@H]1CC[C@]2(O)C(=O)COC(=O)CCC(=O)O. The result is 1 (penetrates BBB). (6) The result is 1 (penetrates BBB). The compound is Clc1cccc(Cl)c1NC1N=CCN1. (7) The compound is CCC1(c2ccccc2)C(=O)NC(=O)N1C. The result is 1 (penetrates BBB). (8) The drug is CC(=O)OCC1=C(C(=O)O)N2C(=O)C(NC(=O)Cc3ccccc3)C2SC1. The result is 0 (does not penetrate BBB).